Dataset: Peptide-MHC class II binding affinity with 134,281 pairs from IEDB. Task: Regression. Given a peptide amino acid sequence and an MHC pseudo amino acid sequence, predict their binding affinity value. This is MHC class II binding data. (1) The peptide sequence is KNKVVKVLRPAPGGK. The MHC is HLA-DQA10501-DQB10302 with pseudo-sequence HLA-DQA10501-DQB10302. The binding affinity (normalized) is 0.237. (2) The MHC is HLA-DPA10201-DPB10501 with pseudo-sequence HLA-DPA10201-DPB10501. The peptide sequence is DKELYPLASLRSLFG. The binding affinity (normalized) is 0.357. (3) The peptide sequence is GCQTYKWETFLTSEL. The MHC is HLA-DQA10201-DQB10202 with pseudo-sequence HLA-DQA10201-DQB10202. The binding affinity (normalized) is 0.441. (4) The peptide sequence is GFKAALAAAAGVPPADKYRT. The MHC is HLA-DPA10103-DPB10401 with pseudo-sequence HLA-DPA10103-DPB10401. The binding affinity (normalized) is 0.156. (5) The peptide sequence is YDKFLANVGTVLTGK. The MHC is DRB1_0404 with pseudo-sequence DRB1_0404. The binding affinity (normalized) is 0.806.